From a dataset of Peptide-MHC class I binding affinity with 185,985 pairs from IEDB/IMGT. Regression. Given a peptide amino acid sequence and an MHC pseudo amino acid sequence, predict their binding affinity value. This is MHC class I binding data. (1) The peptide sequence is FSIPLGVIH. The MHC is HLA-B15:01 with pseudo-sequence HLA-B15:01. The binding affinity (normalized) is 0. (2) The peptide sequence is QYDDLHKKF. The MHC is HLA-A01:01 with pseudo-sequence HLA-A01:01. The binding affinity (normalized) is 0.0847. (3) The peptide sequence is TLHFLTRGK. The MHC is HLA-A03:01 with pseudo-sequence HLA-A03:01. The binding affinity (normalized) is 0.460. (4) The peptide sequence is KSPDVHEDF. The MHC is HLA-B57:01 with pseudo-sequence HLA-B57:01. The binding affinity (normalized) is 0.414.